From a dataset of Full USPTO retrosynthesis dataset with 1.9M reactions from patents (1976-2016). Predict the reactants needed to synthesize the given product. (1) Given the product [F:1][C:2]1[CH:3]=[CH:4][C:5]([C:8]2[N:9]=[C:10]([C:13]([NH:34][C:27](=[O:28])[O:29][C@H:30]3[CH:31]4[CH2:33][CH2:24][N:21]([CH2:22][CH2:32]4)[CH2:19]3)([CH3:17])[CH3:18])[S:11][CH:12]=2)=[CH:6][CH:7]=1, predict the reactants needed to synthesize it. The reactants are: [F:1][C:2]1[CH:7]=[CH:6][C:5]([C:8]2[N:9]=[C:10]([C:13]([CH3:18])([CH3:17])C(O)=O)[S:11][CH:12]=2)=[CH:4][CH:3]=1.[CH2:19]([N:21]([CH2:24]C)[CH2:22]C)C.Cl[C:27]([O:29][CH2:30][CH:31]([CH3:33])[CH3:32])=[O:28].[N-:34]=[N+]=[N-].[Na+].N12CCC(CC1)[C@H](O)C2. (2) Given the product [Cl:1][C:2]1[C:3]([O:12][C:13]2[CH:18]=[C:17]([O:19][CH2:20][CH2:21][O:22][CH3:23])[CH:16]=[CH:15][C:14]=2[CH2:24][CH2:25][C:26]([OH:28])=[O:27])=[N:4][CH:5]=[C:6]([C:8]([F:9])([F:11])[F:10])[CH:7]=1, predict the reactants needed to synthesize it. The reactants are: [Cl:1][C:2]1[C:3]([O:12][C:13]2[CH:18]=[C:17]([O:19][CH2:20][CH2:21][O:22][CH3:23])[CH:16]=[CH:15][C:14]=2[CH2:24][CH2:25][C:26]([O:28]CC)=[O:27])=[N:4][CH:5]=[C:6]([C:8]([F:11])([F:10])[F:9])[CH:7]=1.[OH-].[Na+].Cl. (3) Given the product [CH:1]1([N:7]2[C:12]([OH:13])=[C:11]([C:14]([NH:16][CH2:17][C:18]([OH:20])=[O:19])=[O:15])[C:10](=[O:23])[N:9]([CH2:34][C:33]3[CH:36]=[CH:37][CH:38]=[C:39]([F:40])[C:32]=3[F:31])[C:8]2=[O:24])[CH2:2][CH2:3][CH2:4][CH2:5][CH2:6]1, predict the reactants needed to synthesize it. The reactants are: [CH:1]1([N:7]2[C:12]([OH:13])=[C:11]([C:14]([NH:16][CH2:17][C:18]([O:20]CC)=[O:19])=[O:15])[C:10](=[O:23])[NH:9][C:8]2=[O:24])[CH2:6][CH2:5][CH2:4][CH2:3][CH2:2]1.C(=O)([O-])[O-].[K+].[K+].[F:31][C:32]1[C:39]([F:40])=[CH:38][CH:37]=[CH:36][C:33]=1[CH2:34]Br.Cl.